From a dataset of Forward reaction prediction with 1.9M reactions from USPTO patents (1976-2016). Predict the product of the given reaction. Given the reactants [NH2:1][C:2]1[CH:3]=[C:4]([CH:21]=[CH:22][CH:23]=1)[O:5][C:6]1[CH:18]=[CH:17][C:9]2[N:10]=[C:11]([NH:13][C:14](=[O:16])[CH3:15])[S:12][C:8]=2[C:7]=1[C:19]#[N:20].[N:24]([C:27]1[CH:32]=[CH:31][C:30]([C:33]([CH3:36])([CH3:35])[CH3:34])=[CH:29][CH:28]=1)=[C:25]=[O:26], predict the reaction product. The product is: [C:33]([C:30]1[CH:31]=[CH:32][C:27]([NH:24][C:25]([NH:1][C:2]2[CH:3]=[C:4]([CH:21]=[CH:22][CH:23]=2)[O:5][C:6]2[CH:18]=[CH:17][C:9]3[N:10]=[C:11]([NH:13][C:14](=[O:16])[CH3:15])[S:12][C:8]=3[C:7]=2[C:19]#[N:20])=[O:26])=[CH:28][CH:29]=1)([CH3:36])([CH3:34])[CH3:35].